This data is from Reaction yield outcomes from USPTO patents with 853,638 reactions. The task is: Predict the reaction yield, written as a fraction of the theoretical maximum amount of product (1.0 means a 100% yield; for example, 0.34 means a 34% yield). (1) The reactants are [CH2:1]([O:3][P:4]([CH2:9][CH2:10][C:11]([CH3:28])=[CH:12][CH2:13][C:14]1[C:15]([OH:27])=[C:16]2[C:20](=[C:21]([CH3:25])[C:22]=1[O:23][CH3:24])[CH2:19][O:18][C:17]2=[O:26])(=[O:8])[O:5]CC)[CH3:2].[Li+].[OH-].CO.Cl. The catalyst is [Cl-].[Na+].O.O. The product is [CH2:1]([O:3][P:4]([CH2:9][CH2:10][C:11]([CH3:28])=[CH:12][CH2:13][C:14]1[C:15]([OH:27])=[C:16]2[C:20](=[C:21]([CH3:25])[C:22]=1[O:23][CH3:24])[CH2:19][O:18][C:17]2=[O:26])(=[O:5])[OH:8])[CH3:2]. The yield is 0.280. (2) The reactants are Cl[C:2]1[N:7]=[C:6]([S:8][CH3:9])[N:5]=[C:4]([NH:10][NH:11][C:12](=[O:31])[C@H:13]([CH2:25][CH:26]2[CH2:30][CH2:29][CH2:28][CH2:27]2)[CH2:14][N:15]([O:18][CH:19]2[CH2:24][CH2:23][CH2:22][CH2:21][O:20]2)[CH:16]=[O:17])[C:3]=1[F:32].Cl.[NH:34]1[CH2:37][CH2:36][CH2:35]1.CCN(C(C)C)C(C)C. The catalyst is CS(C)=O. The product is [N:34]1([C:2]2[N:7]=[C:6]([S:8][CH3:9])[N:5]=[C:4]([NH:10][NH:11][C:12](=[O:31])[C@H:13]([CH2:25][CH:26]3[CH2:30][CH2:29][CH2:28][CH2:27]3)[CH2:14][N:15]([O:18][CH:19]3[CH2:24][CH2:23][CH2:22][CH2:21][O:20]3)[CH:16]=[O:17])[C:3]=2[F:32])[CH2:37][CH2:36][CH2:35]1. The yield is 0.650.